This data is from Catalyst prediction with 721,799 reactions and 888 catalyst types from USPTO. The task is: Predict which catalyst facilitates the given reaction. (1) Reactant: [Cl:1][C:2]1[CH:7]=[CH:6][C:5]([Mg]Br)=[CH:4][CH:3]=1.[CH3:10][CH2:11][O:12][C:13]([C@H:15]1[CH2:19][CH2:18][C:17](=[O:20])[N:16]1[C:21]([O:23][C:24]([CH3:27])([CH3:26])[CH3:25])=[O:22])=[O:14].[Cl-].[NH4+]. Product: [CH2:11]([O:12][C:13](=[O:14])[C@H:15]([NH:16][C:21]([O:23][C:24]([CH3:27])([CH3:26])[CH3:25])=[O:22])[CH2:19][CH2:18][C:17]([C:5]1[CH:6]=[CH:7][C:2]([Cl:1])=[CH:3][CH:4]=1)=[O:20])[CH3:10]. The catalyst class is: 7. (2) Reactant: [F:1][C:2]1[CH:15]=[CH:14][CH:13]=[C:12]([F:16])[C:3]=1[O:4][C:5]1[CH:11]=[CH:10][C:8](N)=[CH:7][CH:6]=1.Cl.N([O-])=O.[Na+].[Na+].[I-:23]. Product: [F:1][C:2]1[CH:15]=[CH:14][CH:13]=[C:12]([F:16])[C:3]=1[O:4][C:5]1[CH:11]=[CH:10][C:8]([I:23])=[CH:7][CH:6]=1. The catalyst class is: 6. (3) Reactant: Cl.Cl.Cl.[F:4][C:5]1[CH:13]=[CH:12][C:11]([F:14])=[C:10]2[C:6]=1[CH2:7][CH2:8][CH:9]2[NH:15][C:16]1[C:21]([C:22]([NH2:24])=[O:23])=[CH:20][N:19]=[C:18]([NH:25][CH:26]2[CH2:31][CH2:30][CH:29]([N:32]3[C:38](=[O:39])[CH2:37][CH2:36][NH:35][CH2:34][CH2:33]3)[CH2:28][NH:27]2)[CH:17]=1.[C:40](=O)([O-])[O-].[K+].[K+].CI. Product: [F:4][C:5]1[CH:13]=[CH:12][C:11]([F:14])=[C:10]2[C:6]=1[CH2:7][CH2:8][CH:9]2[NH:15][C:16]1[C:21]([C:22]([NH2:24])=[O:23])=[CH:20][N:19]=[C:18]([NH:25][C:26]2[CH:31]=[CH:30][C:29]([N:32]3[C:38](=[O:39])[CH2:37][CH2:36][N:35]([CH3:40])[CH2:34][CH2:33]3)=[CH:28][N:27]=2)[CH:17]=1. The catalyst class is: 3.